This data is from Reaction yield outcomes from USPTO patents with 853,638 reactions. The task is: Predict the reaction yield, written as a fraction of the theoretical maximum amount of product (1.0 means a 100% yield; for example, 0.34 means a 34% yield). The reactants are [CH3:1][C:2]1[NH:3][C:4]2[C:9]([C:10]=1[C:11]([O:13][CH3:14])=[O:12])=[CH:8][CH:7]=[CH:6][CH:5]=2.C(=O)([O-])[O-].[Cs+].[Cs+].Br[CH2:22][C:23]1[CH:24]=[N:25][CH:26]=[N:27][CH:28]=1. The catalyst is CN(C)C=O. The product is [CH3:1][C:2]1[N:3]([CH2:22][C:23]2[CH:24]=[N:25][CH:26]=[N:27][CH:28]=2)[C:4]2[C:9]([C:10]=1[C:11]([O:13][CH3:14])=[O:12])=[CH:8][CH:7]=[CH:6][CH:5]=2. The yield is 0.140.